Dataset: Full USPTO retrosynthesis dataset with 1.9M reactions from patents (1976-2016). Task: Predict the reactants needed to synthesize the given product. The reactants are: [Br:1][C:2]1[CH:3]=[C:4]([C:7](=O)[CH3:8])[S:5][CH:6]=1.[CH3:10][C:11]([S:14]([NH2:16])=[O:15])([CH3:13])[CH3:12]. Given the product [Br:1][C:2]1[CH:3]=[C:4](/[C:7](=[N:16]/[S:14]([C:11]([CH3:13])([CH3:12])[CH3:10])=[O:15])/[CH3:8])[S:5][CH:6]=1, predict the reactants needed to synthesize it.